Predict the reaction yield, written as a fraction of the theoretical maximum amount of product (1.0 means a 100% yield; for example, 0.34 means a 34% yield). From a dataset of Reaction yield outcomes from USPTO patents with 853,638 reactions. (1) The reactants are [Br:1][C:2]1[CH:7]=[CH:6][C:5]([CH2:8][C:9]([OH:11])=O)=[CH:4][CH:3]=1.[C:12]1([S:18][CH3:19])[CH:17]=[CH:16][CH:15]=[CH:14][CH:13]=1. The catalyst is S(Cl)(Cl)=O.CCOCC. The product is [Br:1][C:2]1[CH:3]=[CH:4][C:5]([CH2:8][C:9]([C:15]2[CH:16]=[CH:17][C:12]([S:18][CH3:19])=[CH:13][CH:14]=2)=[O:11])=[CH:6][CH:7]=1. The yield is 0.460. (2) The reactants are [CH2:1]([N:12]([CH2:24][C:25]([OH:27])=[O:26])[CH2:13][CH2:14][N:15]([CH2:20][C:21]([OH:23])=O)[CH2:16][C:17]([OH:19])=[O:18])[CH2:2][N:3]([CH2:8][C:9]([OH:11])=[O:10])[CH2:4][C:5]([OH:7])=O.C(OC(=O)C)(=O)C. The catalyst is N1C=CC=CC=1. The product is [CH2:20]1[N:15]([CH2:14][CH2:13][N:12]([CH2:24][C:25]([OH:27])=[O:26])[CH2:1][CH2:2][N:3]2[CH2:8][C:9](=[O:10])[O:11][C:5](=[O:7])[CH2:4]2)[CH2:16][C:17](=[O:19])[O:18][C:21]1=[O:23]. The yield is 0.780. (3) The catalyst is [Cl-].C([N+]1C(C)=C(CCO)SC=1)C1C=CC=CC=1.C(OCC)(=O)C.C(N(CC)CC)C. The product is [Si:28]([O:35][CH:36]([C:38]1[CH:39]=[CH:40][C:41]([C:44](=[O:45])[CH2:10][CH2:9][C:8](=[O:11])[CH:7]([C:12]2[CH:17]=[CH:16][C:15]([S:18][CH3:19])=[CH:14][N:13]=2)[CH2:6][CH:1]2[CH2:2][CH2:3][CH2:4][CH2:5]2)=[N:42][CH:43]=1)[CH3:37])([C:31]([CH3:34])([CH3:32])[CH3:33])([CH3:30])[CH3:29]. The yield is 0.950. The reactants are [CH:1]1([CH2:6][CH:7]([C:12]2[CH:17]=[CH:16][C:15]([S:18][CH3:19])=[CH:14][N:13]=2)[C:8](=[O:11])[CH:9]=[CH2:10])[CH2:5][CH2:4][CH2:3][CH2:2]1.C(O)C.O1CCCC1.[Si:28]([O:35][CH:36]([C:38]1[CH:39]=[CH:40][C:41]([CH:44]=[O:45])=[N:42][CH:43]=1)[CH3:37])([C:31]([CH3:34])([CH3:33])[CH3:32])([CH3:30])[CH3:29]. (4) The reactants are [CH2:1]1[C@@H:6]2[CH2:7][CH2:8][CH2:9][N:5]2[CH2:4][C@@H:3]([CH2:10][OH:11])[O:2]1.C(N(CC)CC)C.[CH3:19][S:20](Cl)(=[O:22])=[O:21]. The catalyst is ClCCl. The product is [CH3:19][S:20]([O:11][CH2:10][C@H:3]1[O:2][CH2:1][C@@H:6]2[CH2:7][CH2:8][CH2:9][N:5]2[CH2:4]1)(=[O:22])=[O:21]. The yield is 0.800. (5) The reactants are Cl.[F:2][C:3]1[CH:19]=[CH:18][C:6]([O:7][CH2:8][CH2:9][NH:10]C(=O)OC(C)(C)C)=[C:5]([C@H:20]2[CH2:24][CH2:23][CH2:22][N:21]2[C:25]2[CH:30]=[CH:29][N:28]3[N:31]=[CH:32][C:33]([CH:34]=[O:35])=[C:27]3[N:26]=2)[CH:4]=1. The catalyst is C(Cl)Cl. The product is [NH2:10][CH2:9][CH2:8][O:7][C:6]1[CH:18]=[CH:19][C:3]([F:2])=[CH:4][C:5]=1[C@H:20]1[CH2:24][CH2:23][CH2:22][N:21]1[C:25]1[CH:30]=[CH:29][N:28]2[N:31]=[CH:32][C:33]([CH:34]=[O:35])=[C:27]2[N:26]=1. The yield is 0.995. (6) The reactants are [Br:1][C:2]1[CH:3]=[C:4]([NH2:9])[C:5]([Cl:8])=[N:6][CH:7]=1.[Li][CH2:11]CCC.CCCCCC.CI.C([O-])(O)=O.[Na+]. The catalyst is C1COCC1. The product is [Br:1][C:2]1[CH:3]=[C:4]([NH:9][CH3:11])[C:5]([Cl:8])=[N:6][CH:7]=1. The yield is 0.590.